This data is from Forward reaction prediction with 1.9M reactions from USPTO patents (1976-2016). The task is: Predict the product of the given reaction. (1) The product is: [CH3:15][O:16][C:17]([C:19]1[S:20][C:21]([CH3:33])=[C:22]([C:2]2[CH:3]=[N:4][N:5]3[C:10]=2[CH:9]=[CH:8][N:7]([C:11]([F:14])([F:13])[F:12])[CH2:6]3)[CH:23]=1)=[O:18]. Given the reactants Br[C:2]1[CH:3]=[N:4][N:5]2[C:10]=1[CH:9]=[CH:8][N:7]([C:11]([F:14])([F:13])[F:12])[CH2:6]2.[CH3:15][O:16][C:17]([C:19]1[S:20][C:21]([CH3:33])=[C:22](B2OC(C)(C)C(C)(C)O2)[CH:23]=1)=[O:18].C(=O)([O-])[O-].[Na+].[Na+], predict the reaction product. (2) Given the reactants [OH-].[Na+].[CH2:3]([O:10][C:11]1[CH:12]=[C:13]2[C:17](=[CH:18][C:19]=1[O:20][CH3:21])[NH:16][CH:15]=[CH:14]2)[C:4]1[CH:9]=[CH:8][CH:7]=[CH:6][CH:5]=1.[C:22]1([S:28](Cl)(=[O:30])=[O:29])[CH:27]=[CH:26][CH:25]=[CH:24][CH:23]=1, predict the reaction product. The product is: [CH2:3]([O:10][C:11]1[CH:12]=[C:13]2[C:17](=[CH:18][C:19]=1[O:20][CH3:21])[N:16]([S:28]([C:22]1[CH:27]=[CH:26][CH:25]=[CH:24][CH:23]=1)(=[O:30])=[O:29])[CH:15]=[CH:14]2)[C:4]1[CH:5]=[CH:6][CH:7]=[CH:8][CH:9]=1. (3) The product is: [CH3:10][O:9][C:7](=[O:8])[C:6]1[CH:11]=[C:2]([O:1][C:35]2[CH:34]=[CH:33][C:32]([N+:38]([O-:40])=[O:39])=[C:31]([N:30]([CH2:23][C:24]3[CH:29]=[CH:28][CH:27]=[CH:26][CH:25]=3)[CH3:41])[CH:36]=2)[CH:3]=[CH:4][C:5]=1[NH:12][S:13]([C:16]1[CH:21]=[CH:20][C:19]([CH3:22])=[CH:18][CH:17]=1)(=[O:15])=[O:14]. Given the reactants [OH:1][C:2]1[CH:3]=[CH:4][C:5]([NH:12][S:13]([C:16]2[CH:21]=[CH:20][C:19]([CH3:22])=[CH:18][CH:17]=2)(=[O:15])=[O:14])=[C:6]([CH:11]=1)[C:7]([O:9][CH3:10])=[O:8].[CH2:23]([N:30]([CH3:41])[C:31]1[CH:36]=[C:35](F)[CH:34]=[CH:33][C:32]=1[N+:38]([O-:40])=[O:39])[C:24]1[CH:29]=[CH:28][CH:27]=[CH:26][CH:25]=1.C(=O)([O-])[O-].[K+].[K+], predict the reaction product. (4) The product is: [Br:22][C:23]1[S:24][CH:25]=[C:26]([C:28]([NH:1][C:2]2[CH:3]=[N:4][CH:5]=[CH:6][C:7]=2[N:8]2[CH2:13][CH2:12][CH2:11][C@H:10]([NH:14][C:15](=[O:21])[O:16][C:17]([CH3:18])([CH3:20])[CH3:19])[CH2:9]2)=[O:29])[N:27]=1. Given the reactants [NH2:1][C:2]1[CH:3]=[N:4][CH:5]=[CH:6][C:7]=1[N:8]1[CH2:13][CH2:12][CH2:11][C@H:10]([NH:14][C:15](=[O:21])[O:16][C:17]([CH3:20])([CH3:19])[CH3:18])[CH2:9]1.[Br:22][C:23]1[S:24][CH:25]=[C:26]([C:28](O)=[O:29])[N:27]=1.C(Cl)Cl.C(N(CC)C(C)C)(C)C.F[P-](F)(F)(F)(F)F.C[N+](C)=C(N(C)C)ON1C2N=CC=CC=2N=N1, predict the reaction product. (5) The product is: [CH2:58]([N:65]1[CH2:70][CH2:69][O:68][CH:67]([CH2:71][NH:72][C:17]([C:13]2[N:8]3[CH:9]=[C:10]([CH3:12])[CH:11]=[C:6]([O:5][CH2:4][C:3]4[C:20]([F:24])=[CH:21][CH:22]=[CH:23][C:2]=4[F:1])[C:7]3=[N:15][C:14]=2[CH3:16])=[O:18])[CH2:66]1)[C:59]1[CH:60]=[CH:61][CH:62]=[CH:63][CH:64]=1. Given the reactants [F:1][C:2]1[CH:23]=[CH:22][CH:21]=[C:20]([F:24])[C:3]=1[CH2:4][O:5][C:6]1[C:7]2[N:8]([C:13]([C:17](O)=[O:18])=[C:14]([CH3:16])[N:15]=2)[CH:9]=[C:10]([CH3:12])[CH:11]=1.CN(C(ON1N=NC2C=CC=NC1=2)=[N+](C)C)C.F[P-](F)(F)(F)(F)F.C(N(CC)C(C)C)(C)C.[CH2:58]([N:65]1[CH2:70][CH2:69][O:68][CH:67]([CH2:71][NH2:72])[CH2:66]1)[C:59]1[CH:64]=[CH:63][CH:62]=[CH:61][CH:60]=1.O.C(O)(C(F)(F)F)=O, predict the reaction product.